From a dataset of NCI-60 drug combinations with 297,098 pairs across 59 cell lines. Regression. Given two drug SMILES strings and cell line genomic features, predict the synergy score measuring deviation from expected non-interaction effect. (1) Drug 1: CCC1(CC2CC(C3=C(CCN(C2)C1)C4=CC=CC=C4N3)(C5=C(C=C6C(=C5)C78CCN9C7C(C=CC9)(C(C(C8N6C=O)(C(=O)OC)O)OC(=O)C)CC)OC)C(=O)OC)O.OS(=O)(=O)O. Drug 2: C1=NC2=C(N=C(N=C2N1C3C(C(C(O3)CO)O)O)F)N. Cell line: RPMI-8226. Synergy scores: CSS=23.2, Synergy_ZIP=-0.151, Synergy_Bliss=2.17, Synergy_Loewe=-51.3, Synergy_HSA=0.139. (2) Drug 1: COC1=C(C=C2C(=C1)N=CN=C2NC3=CC(=C(C=C3)F)Cl)OCCCN4CCOCC4. Drug 2: CCCS(=O)(=O)NC1=C(C(=C(C=C1)F)C(=O)C2=CNC3=C2C=C(C=N3)C4=CC=C(C=C4)Cl)F. Cell line: SF-295. Synergy scores: CSS=11.6, Synergy_ZIP=-2.42, Synergy_Bliss=1.83, Synergy_Loewe=1.31, Synergy_HSA=2.20. (3) Drug 1: C1CC(=O)NC(=O)C1N2C(=O)C3=CC=CC=C3C2=O. Synergy scores: CSS=41.9, Synergy_ZIP=2.13, Synergy_Bliss=3.23, Synergy_Loewe=-46.1, Synergy_HSA=2.69. Drug 2: CC1C(C(CC(O1)OC2CC(CC3=C2C(=C4C(=C3O)C(=O)C5=CC=CC=C5C4=O)O)(C(=O)C)O)N)O. Cell line: LOX IMVI. (4) Drug 1: CC12CCC(CC1=CCC3C2CCC4(C3CC=C4C5=CN=CC=C5)C)O. Drug 2: C1=CC(=CC=C1CCCC(=O)O)N(CCCl)CCCl. Cell line: IGROV1. Synergy scores: CSS=37.1, Synergy_ZIP=7.44, Synergy_Bliss=7.71, Synergy_Loewe=8.15, Synergy_HSA=9.24.